Dataset: Forward reaction prediction with 1.9M reactions from USPTO patents (1976-2016). Task: Predict the product of the given reaction. (1) Given the reactants O[CH2:2][CH:3]([C:10]1[C:15]([CH3:16])=[CH:14][C:13]([CH3:17])=[C:12]([CH3:18])[C:11]=1[OH:19])[C:4]1[CH:9]=[CH:8][CH:7]=[CH:6][CH:5]=1, predict the reaction product. The product is: [CH3:16][C:15]1[C:10]2[CH:3]([C:4]3[CH:5]=[CH:6][CH:7]=[CH:8][CH:9]=3)[CH2:2][O:19][C:11]=2[C:12]([CH3:18])=[C:13]([CH3:17])[CH:14]=1. (2) Given the reactants [N+:1]([O-:4])(O)=[O:2].[CH3:5][C:6]1[CH:11]=[CH:10][CH:9]=[CH:8][CH:7]=1.[CH3:12][N:13]([CH3:17])[SH:14](=[O:16])=[O:15].O, predict the reaction product. The product is: [CH3:5][C:6]1[CH:11]=[CH:10][CH:9]=[CH:8][C:7]=1[N+:1]([O-:4])=[O:2].[CH3:12][N:13]([CH3:17])[SH:14](=[O:16])=[O:15]. (3) Given the reactants [F:1][C:2]([F:22])([F:21])[O:3][C:4]1[CH:5]=[C:6]([C:10]2[CH:15]=[CH:14][N:13]=[C:12]([CH2:16][C:17](OC)=[O:18])[CH:11]=2)[CH:7]=[CH:8][CH:9]=1.[NH3:23].CO, predict the reaction product. The product is: [F:1][C:2]([F:22])([F:21])[O:3][C:4]1[CH:5]=[C:6]([C:10]2[CH:15]=[CH:14][N:13]=[C:12]([CH2:16][C:17]([NH2:23])=[O:18])[CH:11]=2)[CH:7]=[CH:8][CH:9]=1. (4) Given the reactants [NH2:1][C:2]1[C:11]2[C:6](=[CH:7][C:8]([OH:12])=[CH:9][CH:10]=2)[CH:5]=[C:4]([CH3:13])[N:3]=1.C1C=CC(N([S:21]([C:24]([F:27])([F:26])[F:25])(=[O:23])=[O:22])[S:21]([C:24]([F:27])([F:26])[F:25])(=[O:23])=[O:22])=CC=1.C(N(CC)C(C)C)(C)C, predict the reaction product. The product is: [NH2:1][C:2]1[C:11]2[C:6](=[CH:7][C:8]([O:12][S:21]([C:24]([F:27])([F:26])[F:25])(=[O:23])=[O:22])=[CH:9][CH:10]=2)[CH:5]=[C:4]([CH3:13])[N:3]=1. (5) Given the reactants C[O:2][C:3](=[O:43])[CH2:4][N:5]1[C:13]2[C:8](=[CH:9][C:10]([CH3:14])=[CH:11][CH:12]=2)[C:7]([CH3:15])=[C:6]1[C:16]([NH:18][C:19]1[S:20][C:21]([CH2:35][CH2:36][CH:37]2[CH2:42][CH2:41][CH2:40][CH2:39][CH2:38]2)=[C:22]([C:24]2[CH:29]=[C:28]([O:30][CH3:31])[C:27]([Cl:32])=[CH:26][C:25]=2[O:33][CH3:34])[N:23]=1)=[O:17].Cl, predict the reaction product. The product is: [CH3:34][O:33][C:25]1[CH:26]=[C:27]([Cl:32])[C:28]([O:30][CH3:31])=[CH:29][C:24]=1[C:22]1[N:23]=[C:19]([NH:18][C:16]([C:6]2[N:5]([CH2:4][C:3]([OH:43])=[O:2])[C:13]3[C:8]([C:7]=2[CH3:15])=[CH:9][C:10]([CH3:14])=[CH:11][CH:12]=3)=[O:17])[S:20][C:21]=1[CH2:35][CH2:36][CH:37]1[CH2:42][CH2:41][CH2:40][CH2:39][CH2:38]1. (6) Given the reactants [Br:1][C:2]1[CH:7]=[CH:6][C:5]([S:8](Cl)(=[O:10])=[O:9])=[CH:4][C:3]=1[F:12].O.NN.C([O-])(=O)C.[Na+].Br[CH:22]([CH3:24])[CH3:23], predict the reaction product. The product is: [Br:1][C:2]1[CH:7]=[CH:6][C:5]([S:8]([CH:22]([CH3:24])[CH3:23])(=[O:10])=[O:9])=[CH:4][C:3]=1[F:12].